From a dataset of Catalyst prediction with 721,799 reactions and 888 catalyst types from USPTO. Predict which catalyst facilitates the given reaction. (1) Reactant: Cl[C:2]1[CH:7]=[CH:6][CH:5]=[C:4]([C:8]([F:11])([F:10])[F:9])[N:3]=1.[OH:12][C:13]1[CH:20]=[CH:19][C:16]([CH:17]=[O:18])=[CH:15][CH:14]=1.C([O-])([O-])=O.[K+].[K+]. Product: [F:9][C:8]([F:11])([F:10])[C:4]1[N:3]=[C:2]([O:12][C:13]2[CH:20]=[CH:19][C:16]([CH:17]=[O:18])=[CH:15][CH:14]=2)[CH:7]=[CH:6][CH:5]=1. The catalyst class is: 18. (2) Reactant: C[C@H](N)C(N[C@@H:6]([C:22](N)=[O:23])[CH2:7][CH2:8][C:9](NC12CC3CC(CC(C3)C1)C2)=O)=O.C1(C)C(S(O)(=O)=O)=CC=CC=1.[OH:37][CH2:38][C:39]1[CH:40]=[C:41]([CH:44]=[CH:45][CH:46]=1)[C:42]#[N:43].O1C=CCCC1.C(=O)(O)[O-].[Na+]. Product: [O:23]1[CH2:22][CH2:6][CH2:7][CH2:8][CH:9]1[O:37][CH2:38][C:39]1[CH:40]=[C:41]([CH:44]=[CH:45][CH:46]=1)[C:42]#[N:43]. The catalyst class is: 4. (3) Reactant: [Cl:1][C:2]1[CH:7]=[CH:6][CH:5]=[CH:4][C:3]=1[CH2:8][S:9]([C:12]1[CH:17]=[CH:16][C:15]([N+:18]([O-])=O)=[CH:14][CH:13]=1)(=[O:11])=[O:10].CCO[C:24]([CH3:26])=[O:25]. Product: [Cl:1][C:2]1[CH:7]=[CH:6][CH:5]=[CH:4][C:3]=1[CH2:8][S:9]([C:12]1[CH:17]=[CH:16][C:15]([NH:18][C:24](=[O:25])[C:26]2[CH:12]=[CH:13][CH:14]=[CH:15][N:18]=2)=[CH:14][CH:13]=1)(=[O:11])=[O:10]. The catalyst class is: 45.